This data is from Reaction yield outcomes from USPTO patents with 853,638 reactions. The task is: Predict the reaction yield, written as a fraction of the theoretical maximum amount of product (1.0 means a 100% yield; for example, 0.34 means a 34% yield). (1) The reactants are C[O:2][C:3]1[CH:8]=[CH:7][C:6]([CH2:9][CH2:10][CH2:11][C:12]([OH:14])=[O:13])=[CH:5][CH:4]=1.Cl.N1C=CC=CC=1.C(O)(=O)C.Cl. The catalyst is COC(C)(C)C.O. The product is [OH:2][C:3]1[CH:4]=[CH:5][C:6]([CH2:9][CH2:10][CH2:11][C:12]([OH:14])=[O:13])=[CH:7][CH:8]=1. The yield is 0.967. (2) The reactants are [NH2:1][C@H:2]([CH2:7][CH3:8])[C:3]([O:5][CH3:6])=[O:4].[C:9]1(=O)[CH2:13][CH2:12][CH2:11][CH2:10]1.C([O-])(=O)C.[Na+].C(O[BH-](OC(=O)C)OC(=O)C)(=O)C.[Na+].C(=O)(O)[O-].[Na+]. The catalyst is C(Cl)Cl. The product is [CH:9]1([NH:1][C@H:2]([CH2:7][CH3:8])[C:3]([O:5][CH3:6])=[O:4])[CH2:13][CH2:12][CH2:11][CH2:10]1. The yield is 0.950. (3) The reactants are [CH3:1][C@@H:2]1[NH:8][CH2:7][C:6]2[CH:9]=[CH:10][C:11]([C:13]([O:15][CH3:16])=[O:14])=[CH:12][C:5]=2[O:4][CH2:3]1.I[C:18]1[CH:23]=[CH:22][CH:21]=[CH:20][CH:19]=1.CC1(C)C2C(=C(P(C3C=CC=CC=3)C3C=CC=CC=3)C=CC=2)OC2C(P(C3C=CC=CC=3)C3C=CC=CC=3)=CC=CC1=2.C([O-])([O-])=O.[Cs+].[Cs+]. The catalyst is O1CCOCC1.CC([O-])=O.CC([O-])=O.[Pd+2]. The product is [CH3:1][C@@H:2]1[N:8]([C:18]2[CH:23]=[CH:22][CH:21]=[CH:20][CH:19]=2)[CH2:7][C:6]2[CH:9]=[CH:10][C:11]([C:13]([O:15][CH3:16])=[O:14])=[CH:12][C:5]=2[O:4][CH2:3]1. The yield is 0.100. (4) The reactants are N[C:2]1[CH:3]=[C:4]([S:17]([NH2:20])(=[O:19])=[O:18])[CH:5]=[CH:6][C:7]=1[O:8][C:9]1[CH:14]=[CH:13][C:12]([F:15])=[CH:11][C:10]=1[F:16].Cl.N([O-])=O.[Na+].[I-:26].[K+]. The catalyst is O1CCOCC1.O. The product is [F:16][C:10]1[CH:11]=[C:12]([F:15])[CH:13]=[CH:14][C:9]=1[O:8][C:7]1[CH:6]=[CH:5][C:4]([S:17]([NH2:20])(=[O:19])=[O:18])=[CH:3][C:2]=1[I:26]. The yield is 0.580.